From a dataset of Forward reaction prediction with 1.9M reactions from USPTO patents (1976-2016). Predict the product of the given reaction. (1) The product is: [CH3:24][N:23]([CH3:25])[C:20]1[CH:19]=[CH:18][C:17]([C:15]([C:13]2[CH:14]=[C:9]3[CH:8]=[CH:7][NH:6][C:10]3=[N:11][CH:12]=2)=[O:16])=[CH:22][CH:21]=1. Given the reactants C([Si](C)(C)[N:6]1[C:10]2=[N:11][CH:12]=[C:13]([C:15]([C:17]3[CH:22]=[CH:21][C:20]([N:23]([CH3:25])[CH3:24])=[CH:19][CH:18]=3)=[O:16])[CH:14]=[C:9]2[CH:8]=[CH:7]1)(C)(C)C.CCCC[N+](CCCC)(CCCC)CCCC.[F-], predict the reaction product. (2) Given the reactants Br[C:2]1[S:3][C:4]([NH:32]C(=O)OC(C)(C)C)=[C:5]([C:7](=[O:31])[NH:8][C:9]2[CH:10]=[N:11][N:12]([CH3:30])[C:13]=2[C@@H:14]2[CH2:20][CH2:19][C@@H:18]([NH:21]C(OC(C)(C)C)=O)[C@@H:17]([F:29])[CH2:16][O:15]2)[N:6]=1.[F:40][C:41]1[C:46]([F:47])=[CH:45][CH:44]=[C:43]([F:48])[C:42]=1B(O)O, predict the reaction product. The product is: [NH2:32][C:4]1[S:3][C:2]([C:42]2[C:43]([F:48])=[CH:44][CH:45]=[C:46]([F:47])[C:41]=2[F:40])=[N:6][C:5]=1[C:7]([NH:8][C:9]1[CH:10]=[N:11][N:12]([CH3:30])[C:13]=1[C@@H:14]1[CH2:20][CH2:19][C@@H:18]([NH2:21])[C@@H:17]([F:29])[CH2:16][O:15]1)=[O:31]. (3) Given the reactants Br[C:2]1[CH:3]=[N:4][CH:5]=[CH:6][CH:7]=1.[Li]CCCC.[Br:13][C:14]1[CH:15]=[CH:16][C:17]([C:20]([O:22]C)=O)=[N:18][CH:19]=1.[NH4+].[Cl-], predict the reaction product. The product is: [Br:13][C:14]1[CH:15]=[CH:16][C:17]([C:20]([C:2]2[CH:3]=[N:4][CH:5]=[CH:6][CH:7]=2)=[O:22])=[N:18][CH:19]=1. (4) Given the reactants [CH3:1][N:2]([CH3:34])[CH2:3][CH2:4][N:5]1[C:9]2[CH:10]=[CH:11][C:12]([S:14]([C@H:17]3[CH2:21][CH2:20][N:19](C(OC(C)(C)C)=O)[CH2:18]3)(=[O:16])=[O:15])=[CH:13][C:8]=2[N:7]=[C:6]1[CH2:29][C:30]([CH3:33])([CH3:32])[CH3:31].Cl[Si](C)(C)C, predict the reaction product. The product is: [CH3:1][N:2]([CH3:34])[CH2:3][CH2:4][N:5]1[C:9]2[CH:10]=[CH:11][C:12]([S:14]([C@H:17]3[CH2:21][CH2:20][NH:19][CH2:18]3)(=[O:15])=[O:16])=[CH:13][C:8]=2[N:7]=[C:6]1[CH2:29][C:30]([CH3:32])([CH3:31])[CH3:33]. (5) Given the reactants [CH:1]1[C:11]2[C:10]3[CH:12]=[CH:13][CH:14]=[CH:15][C:9]=3[C:8](=[O:16])[NH:7][CH2:6][C:5]=2[CH:4]=[N:3][CH:2]=1.[CH2:17]([Br:24])[C:18]1[CH:23]=[CH:22][CH:21]=[CH:20][CH:19]=1, predict the reaction product. The product is: [Br-:24].[CH2:17]([N+:3]1[CH:2]=[CH:1][C:11]2[C:10]3[CH:12]=[CH:13][CH:14]=[CH:15][C:9]=3[C:8](=[O:16])[NH:7][CH2:6][C:5]=2[CH:4]=1)[C:18]1[CH:23]=[CH:22][CH:21]=[CH:20][CH:19]=1. (6) Given the reactants [CH2:1]([O:8][CH2:9][C:10]([N:12]([CH2:26][C:27]1[CH:32]=[CH:31][C:30]([C:33]#[C:34][C:35]2[CH:40]=[CH:39][C:38]([CH2:41][CH2:42][CH2:43][CH3:44])=[CH:37][CH:36]=2)=[CH:29][CH:28]=1)[C:13]1[CH:25]=[CH:24][C:16]2[O:17]C(C)(C)[O:19][C:20](=[O:21])[C:15]=2[CH:14]=1)=[O:11])[C:2]1[CH:7]=[CH:6][CH:5]=[CH:4][CH:3]=1.[OH-].[Na+], predict the reaction product. The product is: [CH2:1]([O:8][CH2:9][C:10]([N:12]([CH2:26][C:27]1[CH:28]=[CH:29][C:30]([C:33]#[C:34][C:35]2[CH:40]=[CH:39][C:38]([CH2:41][CH2:42][CH2:43][CH3:44])=[CH:37][CH:36]=2)=[CH:31][CH:32]=1)[C:13]1[CH:25]=[CH:24][C:16]([OH:17])=[C:15]([CH:14]=1)[C:20]([OH:21])=[O:19])=[O:11])[C:2]1[CH:3]=[CH:4][CH:5]=[CH:6][CH:7]=1. (7) Given the reactants [C:1]([O:5][C:6]([NH:8][C@@H:9]1[CH2:13][CH2:12][C@:11]([CH:17]([CH3:19])[CH3:18])([C:14]([OH:16])=O)[CH2:10]1)=[O:7])([CH3:4])([CH3:3])[CH3:2].[C:20]1([CH:26]2[CH2:31][CH2:30][NH:29][CH2:28][CH2:27]2)[CH:25]=[CH:24][CH:23]=[CH:22][CH:21]=1.C(N(CC)CC)C.F[P-](F)(F)(F)(F)F.N1(O[P+](N(C)C)(N(C)C)N(C)C)C2C=CC=CC=2N=N1, predict the reaction product. The product is: [CH:17]([C@:11]1([C:14]([N:29]2[CH2:28][CH:27]=[C:26]([C:20]3[CH:25]=[CH:24][CH:23]=[CH:22][CH:21]=3)[CH2:31][CH2:30]2)=[O:16])[CH2:12][CH2:13][C@@H:9]([NH:8][C:6](=[O:7])[O:5][C:1]([CH3:2])([CH3:3])[CH3:4])[CH2:10]1)([CH3:19])[CH3:18].